Dataset: Full USPTO retrosynthesis dataset with 1.9M reactions from patents (1976-2016). Task: Predict the reactants needed to synthesize the given product. (1) Given the product [CH2:25]([N:27]1[CH2:31][CH2:30][CH2:29][CH:28]1[CH2:32][NH:33][C:20](=[O:22])[C:19]1[CH:18]=[CH:17][C:16]([N:8]2[C:9]3[CH2:10][CH2:11][CH2:12][CH2:13][C:14]=3[CH:15]=[C:7]2[C:1]2[CH:6]=[CH:5][CH:4]=[CH:3][CH:2]=2)=[CH:24][CH:23]=1)[CH3:26], predict the reactants needed to synthesize it. The reactants are: [C:1]1([C:7]2[N:8]([C:16]3[CH:24]=[CH:23][C:19]([C:20]([OH:22])=O)=[CH:18][CH:17]=3)[C:9]3[CH2:10][CH2:11][CH2:12][CH2:13][C:14]=3[CH:15]=2)[CH:6]=[CH:5][CH:4]=[CH:3][CH:2]=1.[CH2:25]([N:27]1[CH2:31][CH2:30][CH2:29][CH:28]1[CH2:32][NH2:33])[CH3:26]. (2) The reactants are: [CH:1]1[C:10]2[C:5](=[C:6]([C:11]3[CH:12]=[C:13]4[C:18](=[CH:19][CH:20]=3)[C:17]([C:21](Cl)=[O:22])=[CH:16][CH:15]=[CH:14]4)[CH:7]=[CH:8][CH:9]=2)[CH:4]=[CH:3][N:2]=1.C(N(CC)CC)C.[Cl:31][C:32]1[CH:38]=[CH:37][C:35]([NH2:36])=[CH:34][CH:33]=1.C([O-])(O)=O.[Na+]. Given the product [Cl:31][C:32]1[CH:38]=[CH:37][C:35]([NH:36][C:21]([C:17]2[C:18]3[C:19](=[CH:20][C:11]([C:6]4[CH:7]=[CH:8][CH:9]=[C:10]5[C:5]=4[CH:4]=[CH:3][N:2]=[CH:1]5)=[CH:12][CH:13]=3)[CH:14]=[CH:15][CH:16]=2)=[O:22])=[CH:34][CH:33]=1, predict the reactants needed to synthesize it.